This data is from Experimentally validated miRNA-target interactions with 360,000+ pairs, plus equal number of negative samples. The task is: Binary Classification. Given a miRNA mature sequence and a target amino acid sequence, predict their likelihood of interaction. (1) The miRNA is hsa-miR-6080 with sequence UCUAGUGCGGGCGUUCCCG. The protein sequence of the target gene is MISTAPLYSGVHNWTSSDRIRMCGINEERRAPLSDEESTTGGCQHFGSQEFCVSSSFSKVELTAVGSGSNARGTNPDGNTTEKLGHRSEDQSDDPQPKMDYVGNPAEAEGLLVPLSSPGDGLKLPTPDSTEASHSRANCSWTPLSTQMSKQVDCSPAGVKALDSRHGVGEKNTFILATLGTGVPVEGTLPLVTTNFSQLPAPICPPAPGSASGTPSVPDPFQVPLSVPAPVPHSGLVPVQVATSASAPSPPLAPAAPSVPTLISDSNPLSVSASVLVPVPVSAPHSVPVPLSAPAPTPLT.... Result: 0 (no interaction). (2) The miRNA is hsa-miR-10a-5p with sequence UACCCUGUAGAUCCGAAUUUGUG. The protein sequence of the target gene is MGELFRSEEMTLAQLFLQSEAAYCCVSELGELGKVQFRDLNPDVNVFQRKFVNEVRRCEEMDRKLRFVEKEIRKANIPIMDTGENPEVPFPRDMIDLEANFEKIENELKEINTNQEALKRNFLELTELKFILRKTQQFFDEMADPDLLEESSSLLEPSEMGRGTPLRLGFVAGVINRERIPTFERMLWRVCRGNVFLRQAEIENPLEDPVTGDYVHKSVFIIFFQGDQLKNRVKKICEGFRASLYPCPETPQERKEMASGVNTRIDDLQMVLNQTEDHRQRVLQAAAKNIRVWFIKVRKM.... Result: 0 (no interaction).